This data is from Reaction yield outcomes from USPTO patents with 853,638 reactions. The task is: Predict the reaction yield, written as a fraction of the theoretical maximum amount of product (1.0 means a 100% yield; for example, 0.34 means a 34% yield). (1) The reactants are [C:1]([C:3]1[CH:4]=[C:5]([NH:9][C:10](=[O:22])[NH:11][C:12]2[CH:17]=[CH:16][C:15]([S:18](Cl)(=[O:20])=[O:19])=[CH:14][CH:13]=2)[CH:6]=[CH:7][CH:8]=1)#[N:2].[F:23][C:24]1[C:31]([F:32])=[CH:30][CH:29]=[C:28]([F:33])[C:25]=1[CH2:26][NH2:27].CCN(C(C)C)C(C)C. The catalyst is C1COCC1. The product is [C:1]([C:3]1[CH:4]=[C:5]([NH:9][C:10](=[O:22])[NH:11][C:12]2[CH:17]=[CH:16][C:15]([S:18]([NH:27][CH2:26][C:25]3[C:28]([F:33])=[CH:29][CH:30]=[C:31]([F:32])[C:24]=3[F:23])(=[O:20])=[O:19])=[CH:14][CH:13]=2)[CH:6]=[CH:7][CH:8]=1)#[N:2]. The yield is 0.940. (2) The reactants are [CH3:1][N:2]1[CH2:7][CH2:6][N:5]2[N:8]=[C:9]([NH2:11])[CH:10]=[C:4]2[CH2:3]1.Br[C:13]1[C:14](=[O:21])[N:15]([CH3:20])[CH:16]=[C:17]([Br:19])[CH:18]=1.CC1(C)C2C(=C(P(C3C=CC=CC=3)C3C=CC=CC=3)C=CC=2)OC2C(P(C3C=CC=CC=3)C3C=CC=CC=3)=CC=CC1=2.C([O-])([O-])=O.[Cs+].[Cs+]. The catalyst is O1CCOCC1.C1C=CC(/C=C/C(/C=C/C2C=CC=CC=2)=O)=CC=1.C1C=CC(/C=C/C(/C=C/C2C=CC=CC=2)=O)=CC=1.C1C=CC(/C=C/C(/C=C/C2C=CC=CC=2)=O)=CC=1.[Pd].[Pd]. The product is [Br:19][C:17]1[CH:18]=[C:13]([NH:11][C:9]2[CH:10]=[C:4]3[CH2:3][N:2]([CH3:1])[CH2:7][CH2:6][N:5]3[N:8]=2)[C:14](=[O:21])[N:15]([CH3:20])[CH:16]=1. The yield is 0.450. (3) The reactants are [F:1][C:2]1[CH:8]=[C:7]([I:9])[CH:6]=[CH:5][C:3]=1[NH2:4].[CH2:10]([C:12]1[CH:17]=[C:16]([F:18])[C:15]([F:19])=[C:14](F)[C:13]=1[N+:21]([O-:23])=[O:22])[CH3:11]. No catalyst specified. The product is [CH2:10]([C:12]1[C:13]([N+:21]([O-:23])=[O:22])=[C:14]([C:15]([F:19])=[C:16]([F:18])[CH:17]=1)[NH:4][C:3]1[CH:5]=[CH:6][C:7]([I:9])=[CH:8][C:2]=1[F:1])[CH3:11]. The yield is 0.600. (4) The reactants are C([N-]C(C)C)(C)C.[Li+].[CH3:9][C:10]([CH3:15])=[CH:11][C:12](O)=[O:13].[CH3:16][S:17][C:18]1[CH:25]=[CH:24][C:21]([C:22]#[N:23])=[CH:20][CH:19]=1.O. The catalyst is CCCCCCC.C1COCC1.C(C1C=CC=CC=1)C.C1COCC1.C(OCC)(=O)C. The product is [CH3:9][C:10]1[CH:15]=[C:22]([C:21]2[CH:24]=[CH:25][C:18]([S:17][CH3:16])=[CH:19][CH:20]=2)[NH:23][C:12](=[O:13])[CH:11]=1. The yield is 0.430.